Dataset: Full USPTO retrosynthesis dataset with 1.9M reactions from patents (1976-2016). Task: Predict the reactants needed to synthesize the given product. (1) Given the product [Cl:22][C:23]1[CH:28]=[CH:27][CH:26]=[CH:25][C:24]=1[C:30]1[C:35]([C:36]2[NH:40][CH:39]=[CH:38][N:37]=2)=[CH:34][N:33]=[C:32]([NH:41][CH2:42][CH2:43][NH:44][C:12]2[CH:17]=[CH:16][C:15]([C:18]([F:21])([F:20])[F:19])=[CH:14][N:13]=2)[N:31]=1, predict the reactants needed to synthesize it. The reactants are: ClC1C=CC=CC=1C(Cl)=O.Cl[C:12]1[CH:17]=[CH:16][C:15]([C:18]([F:21])([F:20])[F:19])=[CH:14][N:13]=1.[Cl:22][C:23]1[CH:28]=[C:27](Cl)[CH:26]=[CH:25][C:24]=1[C:30]1[C:35]([C:36]2[NH:37][CH:38]=[CH:39][N:40]=2)=[CH:34][N:33]=[C:32]([NH:41][CH2:42][CH2:43][NH:44]C2C=CC([N+]([O-])=O)=CN=2)[N:31]=1. (2) Given the product [Cl:1][C:2]1[CH:3]=[C:4]([F:30])[C:5]([C:24]2[N:28]=[C:27]([CH3:29])[O:26][N:25]=2)=[C:6]([C:8]2[CH:9]=[N:10][C:11]3[CH:12]([NH:17][C:18]([C:20]4([NH:23][C:39]([C:36]5[CH:35]=[N:34][C:33]([O:32][CH3:31])=[N:38][CH:37]=5)=[O:40])[CH2:22][CH2:21]4)=[O:19])[CH2:13][CH2:14][C:15]=3[CH:16]=2)[CH:7]=1, predict the reactants needed to synthesize it. The reactants are: [Cl:1][C:2]1[CH:3]=[C:4]([F:30])[C:5]([C:24]2[N:28]=[C:27]([CH3:29])[O:26][N:25]=2)=[C:6]([C:8]2[CH:9]=[N:10][C:11]3[CH:12]([NH:17][C:18]([C:20]4([NH2:23])[CH2:22][CH2:21]4)=[O:19])[CH2:13][CH2:14][C:15]=3[CH:16]=2)[CH:7]=1.[CH3:31][O:32][C:33]1[N:38]=[CH:37][C:36]([C:39](O)=[O:40])=[CH:35][N:34]=1. (3) Given the product [Cl:1][C:2]1[CH:3]=[CH:4][C:5]([CH2:6][CH:7]2[CH2:12][CH:11]([C:13](=[C:26]3[C:27](=[O:29])[O:28][C:23]([CH3:31])([CH3:22])[O:24][C:25]3=[O:30])[OH:15])[CH2:10][CH2:9][N:8]2[C:16]([O:18][CH3:19])=[O:17])=[CH:20][CH:21]=1, predict the reactants needed to synthesize it. The reactants are: [Cl:1][C:2]1[CH:21]=[CH:20][C:5]([CH2:6][CH:7]2[CH2:12][CH:11]([C:13]([OH:15])=O)[CH2:10][CH2:9][N:8]2[C:16]([O:18][CH3:19])=[O:17])=[CH:4][CH:3]=1.[CH3:22][C:23]1([CH3:31])[O:28][C:27](=[O:29])[CH2:26][C:25](=[O:30])[O:24]1.CCN(C(C)C)C(C)C.Cl.C(N=C=NCCCN(C)C)C. (4) Given the product [O:17]1[C:22]2[CH:23]=[CH:24][C:25]([CH2:27][N:28]([CH:36]3[CH2:41][CH2:40][N:39]([CH2:13][CH2:12][N:9]4[C:10]5[C:5](=[CH:4][CH:3]=[C:2]([F:1])[CH:11]=5)[C:6]([CH3:16])=[CH:7][C:8]4=[O:15])[CH2:38][CH2:37]3)[C:29](=[O:35])[O:30][C:31]([CH3:34])([CH3:32])[CH3:33])=[CH:26][C:21]=2[O:20][CH2:19][CH2:18]1, predict the reactants needed to synthesize it. The reactants are: [F:1][C:2]1[CH:11]=[C:10]2[C:5]([C:6]([CH3:16])=[CH:7][C:8](=[O:15])[N:9]2[CH2:12][CH:13]=O)=[CH:4][CH:3]=1.[O:17]1[C:22]2[CH:23]=[CH:24][C:25]([CH2:27][N:28]([CH:36]3[CH2:41][CH2:40][NH:39][CH2:38][CH2:37]3)[C:29](=[O:35])[O:30][C:31]([CH3:34])([CH3:33])[CH3:32])=[CH:26][C:21]=2[O:20][CH2:19][CH2:18]1.C(O[BH-](OC(=O)C)OC(=O)C)(=O)C.[Na+].C(=O)([O-])O.[Na+]. (5) The reactants are: [F:1][C:2]([F:17])([F:16])[CH2:3][O:4][C:5]1[CH:6]=[N:7][C:8]2[CH:9]([OH:15])[CH2:10][CH2:11][CH2:12][C:13]=2[CH:14]=1. Given the product [F:17][C:2]([F:1])([F:16])[CH2:3][O:4][C:5]1[CH:6]=[N:7][C:8]2[C:9](=[O:15])[CH2:10][CH2:11][CH2:12][C:13]=2[CH:14]=1, predict the reactants needed to synthesize it.